Dataset: Full USPTO retrosynthesis dataset with 1.9M reactions from patents (1976-2016). Task: Predict the reactants needed to synthesize the given product. (1) Given the product [CH2:10]([C:19]1[S:9][C:3]2[CH:4]=[C:5]([Br:8])[CH:6]=[CH:7][C:2]=2[N:1]=1)[CH2:11][CH2:12][CH2:13][CH2:14][CH2:15][CH3:16], predict the reactants needed to synthesize it. The reactants are: [NH2:1][C:2]1[CH:7]=[CH:6][C:5]([Br:8])=[CH:4][C:3]=1[SH:9].[C:10](Cl)(=O)[C:11]#[C:12][CH2:13][CH2:14][CH2:15][CH3:16].[CH:19](N(C(C)C)CC)(C)C. (2) Given the product [NH2:1][C:2]1[N:6]([C:7]2[CH:12]=[CH:11][C:10]([OH:13])=[CH:9][C:8]=2[F:15])[N:5]=[C:4]([CH3:16])[C:3]=1[C:17]#[N:18], predict the reactants needed to synthesize it. The reactants are: [NH2:1][C:2]1[N:6]([C:7]2[CH:12]=[CH:11][C:10]([O:13]C)=[CH:9][C:8]=2[F:15])[N:5]=[C:4]([CH3:16])[C:3]=1[C:17]#[N:18].B(Br)(Br)Br. (3) Given the product [OH:14][CH:15]1[CH2:20][CH2:19][N:18]([C:2]2[CH:11]=[CH:10][C:5]([C:6]([O:8][CH3:9])=[O:7])=[C:4]([O:12][CH3:13])[CH:3]=2)[CH2:17][CH2:16]1, predict the reactants needed to synthesize it. The reactants are: F[C:2]1[CH:11]=[CH:10][C:5]([C:6]([O:8][CH3:9])=[O:7])=[C:4]([O:12][CH3:13])[CH:3]=1.[OH:14][CH:15]1[CH2:20][CH2:19][NH:18][CH2:17][CH2:16]1. (4) Given the product [Br-:25].[CH3:36][C:34]1[CH:35]=[C:30]([O:29][CH2:28][CH2:27][CH2:26][N+:13]23[CH2:14][CH2:15][CH:16]([CH2:17][CH2:18]2)[C@@H:11]([O:10][C:8](=[O:9])[C:7]([N:1]2[CH2:2][CH2:3][CH2:4][CH2:5][CH2:6]2)([C:20]2[S:21][CH:22]=[CH:23][CH:24]=2)[CH3:19])[CH2:12]3)[CH:31]=[C:32]([CH3:37])[N:33]=1, predict the reactants needed to synthesize it. The reactants are: [N:1]1([C:7]([C:20]2[S:21][CH:22]=[CH:23][CH:24]=2)([CH3:19])[C:8]([O:10][C@@H:11]2[CH:16]3[CH2:17][CH2:18][N:13]([CH2:14][CH2:15]3)[CH2:12]2)=[O:9])[CH2:6][CH2:5][CH2:4][CH2:3][CH2:2]1.[Br:25][CH2:26][CH2:27][CH2:28][O:29][C:30]1[CH:35]=[C:34]([CH3:36])[N:33]=[C:32]([CH3:37])[CH:31]=1.C(OCC)C. (5) Given the product [O:21]1[CH2:22][CH2:23][N:1]([C@@H:2]2[CH2:6][CH2:5][C@H:4]([NH:7][C:8](=[O:17])[O:9][CH2:10][C:11]3[CH:16]=[CH:15][CH:14]=[CH:13][CH:12]=3)[CH2:3]2)[CH2:19][CH2:20]1, predict the reactants needed to synthesize it. The reactants are: [NH2:1][C@@H:2]1[CH2:6][CH2:5][C@H:4]([NH:7][C:8](=[O:17])[O:9][CH2:10][C:11]2[CH:16]=[CH:15][CH:14]=[CH:13][CH:12]=2)[CH2:3]1.Br[CH2:19][CH2:20][O:21][CH2:22][CH2:23]Br.C(N(CC)CC)C.C(OCC)(=O)C. (6) The reactants are: [OH:1][N:2]=[C:3]([C:10]1[N:14]([CH3:15])[CH:13]=[N:12][CH:11]=1)[C:4]1[CH:9]=[CH:8][CH:7]=[CH:6][CH:5]=1.Cl.Cl[CH2:18][C:19]1[N:20]=[C:21]([NH2:24])[S:22][CH:23]=1.C(=O)([O-])[O-].[Cs+].[Cs+].[I-].[K+]. Given the product [CH3:15][N:14]1[C:10]([C:3](=[N:2][O:1][CH2:18][C:19]2[N:20]=[C:21]([NH2:24])[S:22][CH:23]=2)[C:4]2[CH:5]=[CH:6][CH:7]=[CH:8][CH:9]=2)=[CH:11][N:12]=[CH:13]1, predict the reactants needed to synthesize it. (7) Given the product [CH3:29][O:30][C:31]1[CH:32]=[C:33]([C@@:39]23[CH2:47][CH2:46][C@@H:45]([NH:48][C:18]([NH:9][C:4]4[CH:3]=[C:2]([CH3:1])[CH:7]=[C:6]([CH3:8])[N:5]=4)=[O:20])[CH2:44][C@@H:43]2[N:42]([CH3:49])[CH2:41][CH2:40]3)[CH:34]=[CH:35][C:36]=1[O:37][CH3:38], predict the reactants needed to synthesize it. The reactants are: [CH3:1][C:2]1[CH:7]=[C:6]([CH3:8])[N:5]=[C:4]([NH2:9])[CH:3]=1.CCN(CC)CC.Cl[C:18](Cl)([O:20]C(=O)OC(Cl)(Cl)Cl)Cl.[CH3:29][O:30][C:31]1[CH:32]=[C:33]([C@@:39]23[CH2:47][CH2:46][C@@H:45]([NH2:48])[CH2:44][C@@H:43]2[N:42]([CH3:49])[CH2:41][CH2:40]3)[CH:34]=[CH:35][C:36]=1[O:37][CH3:38]. (8) Given the product [C:1]([O:5][C:6](=[O:18])[NH:7][CH2:8][C@H:9]1[CH2:10][CH2:11][C@H:12]([C:15]#[N:16])[CH2:13][CH2:14]1)([CH3:4])([CH3:2])[CH3:3], predict the reactants needed to synthesize it. The reactants are: [C:1]([O:5][C:6](=[O:18])[NH:7][CH2:8][C@H:9]1[CH2:14][CH2:13][C@H:12]([C:15](=O)[NH2:16])[CH2:11][CH2:10]1)([CH3:4])([CH3:3])[CH3:2].C1CCN2C(=NCCC2)CC1.P(Cl)(Cl)(OCC)=O.[NH4+].[Cl-].